This data is from Forward reaction prediction with 1.9M reactions from USPTO patents (1976-2016). The task is: Predict the product of the given reaction. (1) The product is: [NH2:3][C:4]1[CH:13]=[CH:12][C:7]([C:8]([OH:10])=[O:9])=[CH:6][C:5]=1[I:14]. Given the reactants [OH-].[Na+].[NH2:3][C:4]1[CH:13]=[CH:12][C:7]([C:8]([O:10]C)=[O:9])=[CH:6][C:5]=1[I:14].Cl, predict the reaction product. (2) Given the reactants [OH:1][C:2]1[CH:3]=[CH:4][CH:5]=[C:6]2[C:11]=1[N:10]=[CH:9][CH:8]=[CH:7]2.C([O-])([O-])=O.[K+].[K+].[F:18][C:19]([F:32])([F:31])[S:20](O[S:20]([C:19]([F:32])([F:31])[F:18])(=[O:22])=[O:21])(=[O:22])=[O:21], predict the reaction product. The product is: [F:18][C:19]([F:32])([F:31])[S:20]([O:1][C:2]1[CH:3]=[CH:4][CH:5]=[C:6]2[C:11]=1[N:10]=[CH:9][CH:8]=[CH:7]2)(=[O:22])=[O:21]. (3) Given the reactants [Cl:1][C:2]1[CH:3]=[N:4][CH:5]=[C:6]([Cl:11])[C:7]=1[C:8](O)=[O:9].S(Cl)([Cl:14])=O.CN(C)C=O, predict the reaction product. The product is: [Cl:1][C:2]1[CH:3]=[N:4][CH:5]=[C:6]([Cl:11])[C:7]=1[C:8]([Cl:14])=[O:9]. (4) The product is: [CH3:21][O:22][C:23]1[CH:24]=[C:25]([C:2]2[C:3]([CH3:20])=[N:4][CH:5]=[C:6]([C:9]=2[NH:10][C:11]2[CH:19]=[C:18]3[C:14]([CH:15]=[CH:16][NH:17]3)=[CH:13][CH:12]=2)[C:7]#[N:8])[CH:26]=[CH:27][C:28]=1[O:29][CH3:30]. Given the reactants Br[C:2]1[C:3]([CH3:20])=[N:4][CH:5]=[C:6]([C:9]=1[NH:10][C:11]1[CH:19]=[C:18]2[C:14]([CH:15]=[CH:16][NH:17]2)=[CH:13][CH:12]=1)[C:7]#[N:8].[CH3:21][O:22][C:23]1[CH:24]=[C:25](B(O)O)[CH:26]=[CH:27][C:28]=1[O:29][CH3:30], predict the reaction product.